This data is from Full USPTO retrosynthesis dataset with 1.9M reactions from patents (1976-2016). The task is: Predict the reactants needed to synthesize the given product. (1) Given the product [CH2:1]([O:4][C:5](=[O:15])[NH:6][C:7]1[CH:12]=[CH:11][C:10]([NH:13][CH2:25][C:17]2[O:16][C:20]3[CH:21]=[CH:22][CH:23]=[CH:24][C:19]=3[CH:18]=2)=[CH:9][C:8]=1[CH3:14])[CH2:2][CH3:3], predict the reactants needed to synthesize it. The reactants are: [CH2:1]([O:4][C:5](=[O:15])[NH:6][C:7]1[CH:12]=[CH:11][C:10]([NH2:13])=[CH:9][C:8]=1[CH3:14])[CH2:2][CH3:3].[O:16]1[C:20]2[CH:21]=[CH:22][CH:23]=[CH:24][C:19]=2[CH:18]=[C:17]1[CH:25]=O. (2) Given the product [S:1]1[CH:5]=[CH:4][CH:3]=[C:2]1[C:6]1[N:10]=[C:9]([CH:11]2[CH2:16][CH2:15][N:14]([C:17](=[O:28])[CH2:18][N:19]3[CH:23]=[CH:22][N:21]=[N:20]3)[CH2:13][CH2:12]2)[O:8][N:7]=1, predict the reactants needed to synthesize it. The reactants are: [S:1]1[CH:5]=[CH:4][CH:3]=[C:2]1[C:6]1[N:10]=[C:9]([CH:11]2[CH2:16][CH2:15][N:14]([C:17](=[O:28])[CH2:18][N:19]3[CH:23]=[C:22]([Si](C)(C)C)[N:21]=[N:20]3)[CH2:13][CH2:12]2)[O:8][N:7]=1.[F-].C([N+](CCCC)(CCCC)CCCC)CCC. (3) Given the product [F:8][C:9]1[C:14]([F:15])=[CH:13][CH:12]=[CH:11][C:10]=1[C@H:16]1[CH2:22][N:21]2[C:23]([CH2:26][C:27]([F:30])([F:28])[F:29])=[CH:24][N:25]=[C:20]2[C@H:19]([NH:31][C:62]([N:45]2[CH2:46][CH2:47][CH:48]([N:51]3[C:52](=[O:61])[NH:53][C:54]([C:59]4[CH:58]=[CH:57][CH:56]=[CH:55][CH:60]=4)=[N:42]3)[CH2:49][CH2:50]2)=[O:65])[CH2:18][CH2:17]1, predict the reactants needed to synthesize it. The reactants are: C(N(CC)CC)C.[F:8][C:9]1[C:14]([F:15])=[CH:13][CH:12]=[CH:11][C:10]=1[C@H:16]1[CH2:22][N:21]2[C:23]([CH2:26][C:27]([F:30])([F:29])[F:28])=[CH:24][N:25]=[C:20]2[C@H:19]([NH2:31])[CH2:18][CH2:17]1.ClC(OC1C=CC([N+:42]([O-])=O)=CC=1)=O.[NH:45]1[CH2:50][CH2:49][CH:48]([N:51]2[CH2:60][C:59]3[C:54](=[CH:55][CH:56]=[CH:57][CH:58]=3)[NH:53][C:52]2=[O:61])[CH2:47][CH2:46]1.[C:62](=[O:65])([O-])[O-].[Na+].[Na+]. (4) Given the product [CH:37]1([S:40]([NH:2][C:3]2[N:4]=[C:5]3[CH:10]=[CH:9][C:8]([O:11][C:12]4[CH:13]=[CH:14][C:15]([CH3:30])=[C:16]([NH:18][C:19]([C:21]5[N:25]([CH3:26])[N:24]=[C:23]([CH3:27])[CH:22]=5)=[O:20])[CH:17]=4)=[N:7][N:6]3[CH:29]=2)(=[O:42])=[O:41])[CH2:39][CH2:38]1, predict the reactants needed to synthesize it. The reactants are: Cl.[NH2:2][C:3]1[N:4]=[C:5]2[CH:10]=[CH:9][C:8]([O:11][C:12]3[CH:13]=[CH:14][C:15](F)=[C:16]([NH:18][C:19]([C:21]4[N:25]([CH3:26])[N:24]=[C:23]([CH3:27])[CH:22]=4)=[O:20])[CH:17]=3)=[N:7][N:6]2[CH:29]=1.[CH2:30](N(CC)CC)C.[CH:37]1([S:40](Cl)(=[O:42])=[O:41])[CH2:39][CH2:38]1.O.